This data is from Reaction yield outcomes from USPTO patents with 853,638 reactions. The task is: Predict the reaction yield, written as a fraction of the theoretical maximum amount of product (1.0 means a 100% yield; for example, 0.34 means a 34% yield). (1) The reactants are [CH3:1][N:2]1[CH2:7][CH2:6][N:5]([C:8]2[CH:9]=[N:10][C:11]([N+:14]([O-])=O)=[CH:12][CH:13]=2)[CH2:4][CH2:3]1.[NH4+].[Cl-]. The catalyst is CCO.O.[Fe]. The product is [CH3:1][N:2]1[CH2:7][CH2:6][N:5]([C:8]2[CH:13]=[CH:12][C:11]([NH2:14])=[N:10][CH:9]=2)[CH2:4][CH2:3]1. The yield is 0.600. (2) The reactants are C(OC(=O)[NH:7][CH2:8][CH:9]1[CH2:14][CH2:13][N:12]([C:15]2[C:20]([NH:21][C:22](=[O:30])[C:23]3[CH:28]=[CH:27][CH:26]=[C:25]([Cl:29])[CH:24]=3)=[CH:19][C:18]([S:31]([CH3:34])(=[O:33])=[O:32])=[CH:17][N:16]=2)[CH2:11][CH2:10]1)(C)(C)C. The catalyst is C(Cl)Cl.FC(F)(F)C(O)=O. The product is [NH2:7][CH2:8][CH:9]1[CH2:10][CH2:11][N:12]([C:15]2[C:20]([NH:21][C:22](=[O:30])[C:23]3[CH:28]=[CH:27][CH:26]=[C:25]([Cl:29])[CH:24]=3)=[CH:19][C:18]([S:31]([CH3:34])(=[O:32])=[O:33])=[CH:17][N:16]=2)[CH2:13][CH2:14]1. The yield is 0.850. (3) The reactants are Br[C:2]1[N:3]([CH2:12][CH2:13][CH2:14][CH3:15])[C:4]2[C:9]([N:10]=1)=[C:8]([NH2:11])[N:7]=[CH:6][N:5]=2.NC(N)=[S:18]. The catalyst is C(O)CCC. The product is [NH2:11][C:8]1[N:7]=[CH:6][N:5]=[C:4]2[C:9]=1[NH:10][C:2](=[S:18])[N:3]2[CH2:12][CH2:13][CH2:14][CH3:15]. The yield is 1.00. (4) The reactants are [Br:1][C:2]1[C:3]2[C:7]([CH:8]=[C:9]([F:11])[CH:10]=1)=[N:6][N:5]1[C:12]([CH:17]3[CH2:22][CH2:21][N:20](C(OC(C)(C)C)=O)[CH2:19][CH2:18]3)=[CH:13][C:14](=[O:16])[NH:15][C:4]=21.[ClH:30]. The catalyst is O1CCOCC1. The product is [ClH:30].[Br:1][C:2]1[C:3]2[C:7]([CH:8]=[C:9]([F:11])[CH:10]=1)=[N:6][N:5]1[C:12]([CH:17]3[CH2:22][CH2:21][NH:20][CH2:19][CH2:18]3)=[CH:13][C:14](=[O:16])[NH:15][C:4]=21. The yield is 0.970.